From a dataset of Reaction yield outcomes from USPTO patents with 853,638 reactions. Predict the reaction yield, written as a fraction of the theoretical maximum amount of product (1.0 means a 100% yield; for example, 0.34 means a 34% yield). (1) No catalyst specified. The product is [CH:13]1([C:9]2[CH:8]=[C:7]([C:16]([O:18][CH3:19])=[O:17])[C:6](=[O:20])[N:5]3[C:10]=2[C:11]([CH3:12])=[C:2]([C:25]2[CH:26]=[CH:27][C:22]([OH:21])=[CH:23][CH:24]=2)[CH:3]=[CH:4]3)[CH2:15][CH2:14]1. The reactants are Cl[C:2]1[CH:3]=[CH:4][N:5]2[C:10]([C:11]=1[CH3:12])=[C:9]([CH:13]1[CH2:15][CH2:14]1)[CH:8]=[C:7]([C:16]([O:18][CH3:19])=[O:17])[C:6]2=[O:20].[OH:21][C:22]1[CH:27]=[CH:26][C:25](B(O)O)=[CH:24][CH:23]=1. The yield is 1.00. (2) The reactants are C(NC(C)C)(C)C.[Li]CCCC.[CH2:13]([CH:20]([NH:26][S:27]([C:30]1[CH:35]=[CH:34]C(Cl)=CC=1)(=[O:29])=[O:28])[C:21](=[O:25])[CH2:22][CH2:23][CH3:24])[C:14]1[CH:19]=[CH:18][CH:17]=[CH:16][CH:15]=1.[C:37]([Cl:41])(=O)[CH2:38][CH3:39].[CH2:42]1C[O:45][CH2:44][CH2:43]1. No catalyst specified. The product is [CH2:13]([CH:20]([NH:26][S:27]([C:30]1[CH:35]=[CH:34][C:37]([Cl:41])=[CH:38][CH:39]=1)(=[O:28])=[O:29])[C:21](=[O:25])[CH:22]([CH2:23][CH3:24])[C:44](=[O:45])[CH2:43][CH3:42])[C:14]1[CH:15]=[CH:16][CH:17]=[CH:18][CH:19]=1. The yield is 0.890.